From a dataset of Retrosynthesis with 50K atom-mapped reactions and 10 reaction types from USPTO. Predict the reactants needed to synthesize the given product. The reactants are: CC(C)I.CS(=O)(=O)c1ccc2nc(NC(=O)NC(=O)c3cc(OC[C@H]4CCCNC4)ccc3Cl)sc2c1. Given the product CC(C)N1CCC[C@H](COc2ccc(Cl)c(C(=O)NC(=O)Nc3nc4ccc(S(C)(=O)=O)cc4s3)c2)C1, predict the reactants needed to synthesize it.